This data is from Forward reaction prediction with 1.9M reactions from USPTO patents (1976-2016). The task is: Predict the product of the given reaction. (1) Given the reactants [Cl:1][S:2]([C:5]1[CH:6]=[C:7]([CH:11]=[CH:12][C:13]=1[F:14])[C:8](O)=[O:9])(=[O:4])=[O:3].S(Cl)([Cl:17])=O, predict the reaction product. The product is: [Cl:1][S:2]([C:5]1[CH:6]=[C:7]([CH:11]=[CH:12][C:13]=1[F:14])[C:8]([Cl:17])=[O:9])(=[O:4])=[O:3]. (2) Given the reactants [C:1]([O:5][C:6](=[O:20])[CH2:7][CH2:8][N:9]([CH2:13][C:14]1[S:15][C:16]([CH3:19])=[CH:17][CH:18]=1)[C:10]([NH2:12])=[S:11])([CH3:4])([CH3:3])[CH3:2].Br[CH2:22][C:23]([C@H:25]1[CH2:30][CH2:29][C@H:28]([C:31]([CH3:34])([CH3:33])[CH3:32])[CH2:27][CH2:26]1)=O, predict the reaction product. The product is: [C:1]([O:5][C:6](=[O:20])[CH2:7][CH2:8][N:9]([C:10]1[S:11][CH:22]=[C:23]([C@H:25]2[CH2:26][CH2:27][C@H:28]([C:31]([CH3:34])([CH3:33])[CH3:32])[CH2:29][CH2:30]2)[N:12]=1)[CH2:13][C:14]1[S:15][C:16]([CH3:19])=[CH:17][CH:18]=1)([CH3:4])([CH3:3])[CH3:2].